From a dataset of Forward reaction prediction with 1.9M reactions from USPTO patents (1976-2016). Predict the product of the given reaction. (1) Given the reactants [Cl-].C[Al](C)C.[C:6]([C:8]1[C:13]2[N:14]=[C:15]([C:17]([CH3:24])([CH3:23])[C:18]([O:20]CC)=O)[O:16][C:12]=2[C:11]([F:25])=[C:10]([C:26]2[CH:31]=[CH:30][CH:29]=[CH:28][CH:27]=2)[C:9]=1[CH3:32])#[N:7].[Cl-].[NH4+:34].[OH-].[Na+], predict the reaction product. The product is: [C:6]([C:8]1[C:13]2[N:14]=[C:15]([C:17]([CH3:23])([CH3:24])[C:18]([NH2:34])=[O:20])[O:16][C:12]=2[C:11]([F:25])=[C:10]([C:26]2[CH:31]=[CH:30][CH:29]=[CH:28][CH:27]=2)[C:9]=1[CH3:32])#[N:7]. (2) Given the reactants [C:1]([O:5][C:6]([CH2:8][O:9][CH2:10][CH2:11][CH2:12][C:13]1[CH:38]=[CH:37][C:16]([C:17]([CH3:36])([CH2:34][NH2:35])[N:18]2[C:26](=[O:27])[NH:25][C:24]3[C:19]2=[N:20][C:21]([O:29][CH2:30][CH2:31][O:32][CH3:33])=[N:22][C:23]=3[NH2:28])=[CH:15][CH:14]=1)=[O:7])(C)(C)C.Cl.O1CCOCC1.C(Cl)(Cl)Cl, predict the reaction product. The product is: [CH3:1][O:5][C:6]([CH2:8][O:9][CH2:10][CH2:11][CH2:12][C:13]1[CH:38]=[CH:37][C:16]([C:17]([CH3:36])([CH2:34][NH2:35])[N:18]2[C:26](=[O:27])[NH:25][C:24]3[C:19]2=[N:20][C:21]([O:29][CH2:30][CH2:31][O:32][CH3:33])=[N:22][C:23]=3[NH2:28])=[CH:15][CH:14]=1)=[O:7]. (3) Given the reactants CO[C:3](=[O:13])[C:4]1[C:9]([I:10])=[CH:8][CH:7]=[CH:6][C:5]=1[CH2:11]Br.[F:14][C:15]1[CH:31]=[CH:30][C:18]([O:19][C:20]2[CH:25]=[CH:24][C:23]([CH2:26][CH2:27][CH2:28][NH2:29])=[CH:22][CH:21]=2)=[CH:17][CH:16]=1.C([O-])([O-])=O.[K+].[K+].C(OCC)(=O)C, predict the reaction product. The product is: [F:14][C:15]1[CH:31]=[CH:30][C:18]([O:19][C:20]2[CH:25]=[CH:24][C:23]([CH2:26][CH2:27][CH2:28][N:29]3[CH2:11][C:5]4[C:4](=[C:9]([I:10])[CH:8]=[CH:7][CH:6]=4)[C:3]3=[O:13])=[CH:22][CH:21]=2)=[CH:17][CH:16]=1. (4) Given the reactants C([O:3][C:4]([C:6]1[NH:10][C:9]2[S:11][C:12]([Cl:14])=[CH:13][C:8]=2[C:7]=1[Cl:15])=[O:5])C.Cl, predict the reaction product. The product is: [Cl:14][C:12]1[S:11][C:9]2[NH:10][C:6]([C:4]([OH:5])=[O:3])=[C:7]([Cl:15])[C:8]=2[CH:13]=1. (5) Given the reactants Br[C:2]1[CH:11]=[C:10](Br)[C:9]([O:13]C(C)C)=[C:8]2[C:3]=1[CH:4]=[CH:5][CH:6]=[N:7]2.[C:17]1(B(O)O)[CH:22]=[CH:21][CH:20]=[CH:19][CH:18]=1.C([O-])([O-])=O.[Na+].[Na+].CCO.[CH:35]1[CH:40]=[CH:39][CH:38]=[CH:37][CH:36]=1, predict the reaction product. The product is: [C:17]1([C:2]2[CH:11]=[C:10]([C:35]3[CH:40]=[CH:39][CH:38]=[CH:37][CH:36]=3)[C:9]([OH:13])=[C:8]3[C:3]=2[CH:4]=[CH:5][CH:6]=[N:7]3)[CH:22]=[CH:21][CH:20]=[CH:19][CH:18]=1. (6) Given the reactants C(Cl)Cl.Cl[CH:5]1[NH:10][CH:9]=[CH:8][N:7]2[C:11]([CH:30]3[CH2:33][CH2:32][CH2:31]3)=[N:12][C:13]([C:14]3[CH:23]=[C:22]4[C:17]([N:18]=[CH:19][C:20]([C:24]5[CH:29]=[CH:28][CH:27]=[CH:26][CH:25]=5)=[N:21]4)=[CH:16][CH:15]=3)=[C:6]12.[N:34]#N.N, predict the reaction product. The product is: [CH:30]1([C:11]2[N:7]3[CH:8]=[CH:9][N:10]=[C:5]([NH2:34])[C:6]3=[C:13]([C:14]3[CH:23]=[C:22]4[C:17](=[CH:16][CH:15]=3)[N:18]=[CH:19][C:20]([C:24]3[CH:29]=[CH:28][CH:27]=[CH:26][CH:25]=3)=[N:21]4)[N:12]=2)[CH2:33][CH2:32][CH2:31]1. (7) Given the reactants [F:1][CH2:2][C:3]1[N:12]=[C:11](N(C2C=CC(OC)=CC=2)C)[C:10]2[C:5](=[CH:6][CH:7]=[CH:8][CH:9]=2)[N:4]=1.FCC1NC(=O)C2C(=CC=CC=2)N=1.CN(C)C1C=CC=CC=1.P(Cl)(Cl)([Cl:47])=O, predict the reaction product. The product is: [Cl:47][C:11]1[C:10]2[C:5](=[CH:6][CH:7]=[CH:8][CH:9]=2)[N:4]=[C:3]([CH2:2][F:1])[N:12]=1.